Dataset: Reaction yield outcomes from USPTO patents with 853,638 reactions. Task: Predict the reaction yield, written as a fraction of the theoretical maximum amount of product (1.0 means a 100% yield; for example, 0.34 means a 34% yield). (1) The reactants are [O:1]1[CH2:16][CH:2]1[CH2:3][O:4][C:5]1[CH:10]=[CH:9][C:8]([CH2:11][C:12]([O:14][CH3:15])=[O:13])=[CH:7][CH:6]=1.[CH:17]([NH2:20])([CH3:19])[CH3:18].O. No catalyst specified. The product is [OH:1][CH:2]([CH2:16][NH:20][CH:17]([CH3:19])[CH3:18])[CH2:3][O:4][C:5]1[CH:10]=[CH:9][C:8]([CH2:11][C:12]([O:14][CH3:15])=[O:13])=[CH:7][CH:6]=1. The yield is 1.00. (2) The reactants are [Cl:1][C:2]1[C:10]([N+:11]([O-:13])=[O:12])=[CH:9][CH:8]=[CH:7][C:3]=1[C:4]([OH:6])=[O:5].[C:14](Cl)(=O)C(Cl)=O.CO. The catalyst is C(Cl)Cl.CN(C=O)C. The product is [Cl:1][C:2]1[C:10]([N+:11]([O-:13])=[O:12])=[CH:9][CH:8]=[CH:7][C:3]=1[C:4]([O:6][CH3:14])=[O:5]. The yield is 0.930. (3) The reactants are Br[C:2]1[CH:7]=[CH:6][C:5]([NH:8][C:9]([C:11]2[NH:12][CH:13]=[C:14]([C:16]#[N:17])[N:15]=2)=[O:10])=[C:4]([C:18]2[CH2:23][CH2:22][C:21]([CH3:25])([CH3:24])[CH2:20][CH:19]=2)[CH:3]=1.C([Mg]Cl)(C)C.[Li]C(C)(C)C.CCCCC.[C:41]([O:45][CH2:46][CH3:47])(=[O:44])[CH:42]=[O:43].C1(C)C=CC=CC=1. The catalyst is C1COCC1. The product is [CH2:46]([O:45][C:41](=[O:44])[CH:42]([C:2]1[CH:7]=[CH:6][C:5]([NH:8][C:9]([C:11]2[NH:15][C:14]([C:16]#[N:17])=[CH:13][N:12]=2)=[O:10])=[C:4]([C:18]2[CH2:23][CH2:22][C:21]([CH3:25])([CH3:24])[CH2:20][CH:19]=2)[CH:3]=1)[OH:43])[CH3:47]. The yield is 0.500. (4) The reactants are [CH3:1][S:2][C:3]1[C:4]([C:8]2[CH:9]=[N:10][CH:11]=[CH:12][CH:13]=2)=[N:5][NH:6][CH:7]=1.[CH2:14](SSCC=C)[CH:15]=C.IC1C(C2C=NC=CC=2)=NNC=1. The catalyst is C(OCC)(=O)C. The product is [CH2:1]([S:2][C:3]1[C:4]([C:8]2[CH:9]=[N:10][CH:11]=[CH:12][CH:13]=2)=[N:5][NH:6][CH:7]=1)[CH:14]=[CH2:15]. The yield is 0.270. (5) The reactants are [CH2:1]([O:3][C:4]([C:6]1[CH:7]=[C:8]2[C:13](=[CH:14][CH:15]=1)[NH:12][CH:11]([C:16]1[CH:21]=[CH:20][CH:19]=[C:18]([NH:22][C:23]([C:26](O)=[O:27])([CH3:25])[CH3:24])[CH:17]=1)[C:10]([CH3:30])([CH3:29])[CH2:9]2)=[O:5])[CH3:2].[CH:31]([NH2:34])([CH3:33])[CH3:32].CN(C(ON1N=NC2C=CC=NC1=2)=[N+](C)C)C.F[P-](F)(F)(F)(F)F.C(N(CC)CC)C. The catalyst is ClCCl. The product is [CH2:1]([O:3][C:4]([C:6]1[CH:7]=[C:8]2[C:13](=[CH:14][CH:15]=1)[NH:12][CH:11]([C:16]1[CH:21]=[CH:20][CH:19]=[C:18]([NH:22][C:23]([C:26](=[O:27])[NH:34][CH:31]([CH3:33])[CH3:32])([CH3:25])[CH3:24])[CH:17]=1)[C:10]([CH3:29])([CH3:30])[CH2:9]2)=[O:5])[CH3:2]. The yield is 0.940. (6) The reactants are O[O:2][S:3]([O-:5])=O.[K+].[CH3:7][O:8][C:9](=[O:19])[CH2:10][C:11]1[CH:16]=[CH:15][C:14](SC)=[CH:13][CH:12]=1.[CH3:20]O. The catalyst is O. The product is [CH3:7][O:8][C:9](=[O:19])[CH2:10][C:11]1[CH:12]=[CH:13][C:14]([S:3]([CH3:20])(=[O:5])=[O:2])=[CH:15][CH:16]=1. The yield is 1.00. (7) The reactants are O1C=CC=C1C1C=CC(N2CCN(S(CC(C(C)C)C([NH:25][OH:26])=O)(=O)=O)CC2)=CC=1.[N:30]1[CH:35]=[CH:34][CH:33]=[C:32]([C:36]2[CH:41]=[CH:40][C:39]([N:42]3[CH2:47][CH2:46][N:45]([S:48]([CH2:51][C:52]4([C:58]([OH:60])=O)[CH2:57][CH2:56][O:55][CH2:54][CH2:53]4)(=[O:50])=[O:49])[CH2:44][CH2:43]3)=[CH:38][CH:37]=2)[CH:31]=1. No catalyst specified. The product is [OH:26][NH:25][C:58]([C:52]1([CH2:51][S:48]([N:45]2[CH2:46][CH2:47][N:42]([C:39]3[CH:38]=[CH:37][C:36]([C:32]4[CH:31]=[N:30][CH:35]=[CH:34][CH:33]=4)=[CH:41][CH:40]=3)[CH2:43][CH2:44]2)(=[O:49])=[O:50])[CH2:57][CH2:56][O:55][CH2:54][CH2:53]1)=[O:60]. The yield is 0.940.